Dataset: Forward reaction prediction with 1.9M reactions from USPTO patents (1976-2016). Task: Predict the product of the given reaction. (1) Given the reactants Br[C:2]1[CH:7]=[CH:6][C:5]([CH:8]([N:13]2[CH2:27][CH2:26][C:16]3([O:21][CH2:20][C:19](=[O:22])[N:18]([CH:23]4[CH2:25][CH2:24]4)[CH2:17]3)[CH2:15][CH2:14]2)[C:9]([O:11][CH3:12])=[O:10])=[C:4]([F:28])[CH:3]=1.CC1(C)C(C)(C)OB([C:37]2[CH:46]=[C:45]3[C:40]([CH:41]=[CH:42][CH:43]=[N:44]3)=[CH:39][CH:38]=2)O1.C(=O)([O-])[O-].[K+].[K+], predict the reaction product. The product is: [CH:23]1([N:18]2[CH2:17][C:16]3([CH2:26][CH2:27][N:13]([CH:8]([C:5]4[CH:6]=[CH:7][C:2]([C:37]5[CH:46]=[C:45]6[C:40]([CH:41]=[CH:42][CH:43]=[N:44]6)=[CH:39][CH:38]=5)=[CH:3][C:4]=4[F:28])[C:9]([O:11][CH3:12])=[O:10])[CH2:14][CH2:15]3)[O:21][CH2:20][C:19]2=[O:22])[CH2:25][CH2:24]1. (2) Given the reactants O.[Cl:2][C:3]1[CH:11]=[C:10]([OH:12])[CH:9]=[CH:8][C:4]=1[C:5](O)=[O:6].B.O1CCCC1, predict the reaction product. The product is: [Cl:2][C:3]1[CH:11]=[C:10]([OH:12])[CH:9]=[CH:8][C:4]=1[CH2:5][OH:6]. (3) Given the reactants [Cl:1][C:2]1[C:11]([C:12]([OH:14])=O)=[CH:10][C:9]2[C:4](=[CH:5][CH:6]=[CH:7][CH:8]=2)[N:3]=1.[CH3:15][O:16][C:17]1[CH:18]=[C:19]2[C:24](=[CH:25][C:26]=1[O:27][CH3:28])[C@@H:23]([CH3:29])[NH:22][CH2:21][CH2:20]2.CCN(C(C)C)C(C)C.Cl.CN(C)CCCN=C=NCC.ON1C2C=CC=CC=2N=N1, predict the reaction product. The product is: [Cl:1][C:2]1[C:11]([C:12]([N:22]2[CH2:21][CH2:20][C:19]3[C:24](=[CH:25][C:26]([O:27][CH3:28])=[C:17]([O:16][CH3:15])[CH:18]=3)[C@H:23]2[CH3:29])=[O:14])=[CH:10][C:9]2[C:4](=[CH:5][CH:6]=[CH:7][CH:8]=2)[N:3]=1. (4) Given the reactants [C:1]([O:5][C:6](=[O:35])[NH:7][C:8]1([C:12]2[CH:17]=[CH:16][C:15]([C:18]3[C:19]([C:29]4[CH:34]=[CH:33][CH:32]=[CH:31][CH:30]=4)=[CH:20][C:21]4[NH:26][C:25](=S)[CH2:24][O:23][C:22]=4[N:28]=3)=[CH:14][CH:13]=2)[CH2:11][CH2:10][CH2:9]1)([CH3:4])([CH3:3])[CH3:2].O.[NH2:37][NH2:38], predict the reaction product. The product is: [C:1]([O:5][C:6](=[O:35])[NH:7][C:8]1([C:12]2[CH:17]=[CH:16][C:15]([C:18]3[C:19]([C:29]4[CH:34]=[CH:33][CH:32]=[CH:31][CH:30]=4)=[CH:20][C:21]4[NH:26]/[C:25](=[N:37]/[NH2:38])/[CH2:24][O:23][C:22]=4[N:28]=3)=[CH:14][CH:13]=2)[CH2:11][CH2:10][CH2:9]1)([CH3:4])([CH3:3])[CH3:2]. (5) Given the reactants O.[NH2:2][NH2:3].[C:4]([O:8][C:9]([C@@H:11]([CH3:31])[C:12]([NH:14][CH2:15][C:16]1[CH:17]=[C:18]([C:22]2[O:26][CH:25]=[N:24][C:23]=2[C:27]([O:29]C)=O)[CH:19]=[CH:20][CH:21]=1)=[O:13])=[O:10])([CH3:7])([CH3:6])[CH3:5], predict the reaction product. The product is: [C:4]([O:8][C:9]([C@@H:11]([CH3:31])[C:12]([NH:14][CH2:15][C:16]1[CH:17]=[C:18]([C:22]2[O:26][CH:25]=[N:24][C:23]=2[C:27]([NH:2][NH2:3])=[O:29])[CH:19]=[CH:20][CH:21]=1)=[O:13])=[O:10])([CH3:6])([CH3:5])[CH3:7]. (6) Given the reactants [Cl:1][C:2]1[CH:3]=[C:4]([NH:8][C:9]([N:11]2[CH2:16][CH2:15][C:14]3[NH:17][N:18]=[C:19]([C:20]([N:22]([CH3:35])[O:23][CH:24]4[CH2:27][N:26](C(OC(C)(C)C)=O)[CH2:25]4)=[O:21])[C:13]=3[CH2:12]2)=[O:10])[CH:5]=[CH:6][CH:7]=1.C(O)(C(F)(F)F)=O, predict the reaction product. The product is: [NH:26]1[CH2:25][CH:24]([O:23][N:22]([CH3:35])[C:20]([C:19]2[C:13]3[CH2:12][N:11]([C:9]([NH:8][C:4]4[CH:5]=[CH:6][CH:7]=[C:2]([Cl:1])[CH:3]=4)=[O:10])[CH2:16][CH2:15][C:14]=3[NH:17][N:18]=2)=[O:21])[CH2:27]1. (7) Given the reactants [Cl:1][C:2]1[CH:3]=[C:4]2[C:9](=[CH:10][C:11]=1[C:12]([CH3:16])([CH3:15])[CH2:13][OH:14])[O:8][CH:7]([C:17]([F:20])([F:19])[F:18])[C:6]([C:21]([O:23][CH2:24][CH3:25])=[O:22])=[CH:5]2.[H-].[Na+].I[CH3:29].O, predict the reaction product. The product is: [Cl:1][C:2]1[CH:3]=[C:4]2[C:9](=[CH:10][C:11]=1[C:12]([CH3:15])([CH3:16])[CH2:13][O:14][CH3:29])[O:8][CH:7]([C:17]([F:20])([F:19])[F:18])[C:6]([C:21]([O:23][CH2:24][CH3:25])=[O:22])=[CH:5]2. (8) Given the reactants [C:1]([C:4]1[CH:5]=[N:6][C:7]2[C:12]([C:13]=1[NH:14][C:15]1[CH:16]=[CH:17][C:18]([N:21]3[CH2:25][CH2:24][CH:23]([N:26]([CH3:34])[C:27](=[O:33])[O:28][C:29]([CH3:32])([CH3:31])[CH3:30])[CH2:22]3)=[N:19][CH:20]=1)=[N:11][C:10](Cl)=[CH:9][CH:8]=2)(=[O:3])[CH3:2].[Cl:36][C:37]1[CH:42]=[C:41](B2OC(C)(C)C(C)(C)O2)[CH:40]=[C:39]([F:52])[C:38]=1[OH:53], predict the reaction product. The product is: [C:1]([C:4]1[CH:5]=[N:6][C:7]2[C:12]([C:13]=1[NH:14][C:15]1[CH:16]=[CH:17][C:18]([N:21]3[CH2:25][CH2:24][CH:23]([N:26]([CH3:34])[C:27](=[O:33])[O:28][C:29]([CH3:30])([CH3:31])[CH3:32])[CH2:22]3)=[N:19][CH:20]=1)=[N:11][C:10]([C:41]1[CH:40]=[C:39]([F:52])[C:38]([OH:53])=[C:37]([Cl:36])[CH:42]=1)=[CH:9][CH:8]=2)(=[O:3])[CH3:2]. (9) Given the reactants [CH3:1][O:2][C:3]1[CH:8]=[CH:7][C:6]([S:9](Cl)(=[O:11])=[O:10])=[CH:5][CH:4]=1.[C:13]1([NH:19][CH:20]2[CH2:25][CH2:24][N:23]([C:26]([O:28][CH2:29][C@@H:30]([N:38]([CH2:46][C:47]3[CH:52]=[CH:51][CH:50]=[CH:49][CH:48]=3)[CH2:39][C:40]3[CH:45]=[CH:44][CH:43]=[CH:42][CH:41]=3)[CH2:31][C:32]3[CH:37]=[CH:36][CH:35]=[CH:34][CH:33]=3)=[O:27])[CH2:22][CH2:21]2)[CH:18]=[CH:17][CH:16]=[CH:15][CH:14]=1, predict the reaction product. The product is: [C:13]1([N:19]([CH:20]2[CH2:25][CH2:24][N:23]([C:26]([O:28][CH2:29][C@@H:30]([N:38]([CH2:46][C:47]3[CH:48]=[CH:49][CH:50]=[CH:51][CH:52]=3)[CH2:39][C:40]3[CH:45]=[CH:44][CH:43]=[CH:42][CH:41]=3)[CH2:31][C:32]3[CH:33]=[CH:34][CH:35]=[CH:36][CH:37]=3)=[O:27])[CH2:22][CH2:21]2)[S:9]([C:6]2[CH:7]=[CH:8][C:3]([O:2][CH3:1])=[CH:4][CH:5]=2)(=[O:11])=[O:10])[CH:18]=[CH:17][CH:16]=[CH:15][CH:14]=1.